Dataset: Full USPTO retrosynthesis dataset with 1.9M reactions from patents (1976-2016). Task: Predict the reactants needed to synthesize the given product. (1) Given the product [C:1]([O:4][CH2:5][C:6]1[CH:11]=[CH:10][C:9]([C:12]2[CH2:13][N:14]([C:41]([O:43][C:44]([CH3:45])([CH3:46])[CH3:47])=[O:42])[CH2:15][CH2:16][CH:17]=2)=[CH:8][CH:7]=1)(=[O:3])[CH3:2], predict the reactants needed to synthesize it. The reactants are: [C:1]([O:4][CH2:5][C:6]1[CH:11]=[CH:10][C:9]([C:12]2[CH2:13][N:14](C)[CH2:15][CH2:16][CH:17]=2)=[CH:8][CH:7]=1)(=[O:3])[CH3:2].ClC(OC(Cl)C)=O.C(N(CC)CC)C.[C:41](O[C:41]([O:43][C:44]([CH3:47])([CH3:46])[CH3:45])=[O:42])([O:43][C:44]([CH3:47])([CH3:46])[CH3:45])=[O:42]. (2) Given the product [OH:2][CH2:3][CH2:4][O:5][C:6]1([C:18]2[S:19][CH:20]=[CH:21][N:22]=2)[CH2:10][CH2:9][N:8]([C:11]([O:13][C:14]([CH3:17])([CH3:15])[CH3:16])=[O:12])[CH2:7]1, predict the reactants needed to synthesize it. The reactants are: C[O:2][C:3](=O)[CH2:4][O:5][C:6]1([C:18]2[S:19][CH:20]=[CH:21][N:22]=2)[CH2:10][CH2:9][N:8]([C:11]([O:13][C:14]([CH3:17])([CH3:16])[CH3:15])=[O:12])[CH2:7]1.[BH4-].[Na+]. (3) Given the product [C:1]([C:5]1[CH:6]=[C:7]2[C:12](=[C:13]([F:15])[CH:14]=1)[C:11](=[O:16])[N:10]([C:17]1[C:18]([CH2:42][OH:43])=[C:19]([N:23]3[CH:27]=[C:26]([C:28]([NH2:30])=[O:29])[C:25]([NH:31][C:32]4[CH:33]=[CH:34][C:35]([C:38]([OH:41])([CH3:40])[CH3:39])=[CH:36][CH:37]=4)=[N:24]3)[CH:20]=[CH:21][CH:22]=1)[N:9]=[CH:8]2)([CH3:4])([CH3:2])[CH3:3], predict the reactants needed to synthesize it. The reactants are: [C:1]([C:5]1[CH:6]=[C:7]2[C:12](=[C:13]([F:15])[CH:14]=1)[C:11](=[O:16])[N:10]([C:17]1[C:18]([CH:42]=[O:43])=[C:19]([N:23]3[CH:27]=[C:26]([C:28]([NH2:30])=[O:29])[C:25]([NH:31][C:32]4[CH:37]=[CH:36][C:35]([C:38]([OH:41])([CH3:40])[CH3:39])=[CH:34][CH:33]=4)=[N:24]3)[CH:20]=[CH:21][CH:22]=1)[N:9]=[CH:8]2)([CH3:4])([CH3:3])[CH3:2].[BH4-].[Na+].